From a dataset of Reaction yield outcomes from USPTO patents with 853,638 reactions. Predict the reaction yield, written as a fraction of the theoretical maximum amount of product (1.0 means a 100% yield; for example, 0.34 means a 34% yield). (1) The reactants are [CH2:1]([O:3][C:4](=[O:24])[C:5]([CH3:23])([CH3:22])[CH2:6][C@H:7]([NH2:21])[CH2:8][C:9]1[CH:14]=[CH:13][C:12]([C:15]2[CH:20]=[CH:19][CH:18]=[CH:17][CH:16]=2)=[CH:11][CH:10]=1)[CH3:2].Cl.[OH:26][C:27]1[CH:31]=[C:30]([C:32](O)=[O:33])[O:29][N:28]=1.CCN=C=NCCCN(C)C.C1C=CC2N(O)N=NC=2C=1. The catalyst is O1CCOCC1.CN(C=O)C.C(O)CCC. The product is [CH2:1]([O:3][C:4](=[O:24])[C:5]([CH3:23])([CH3:22])[CH2:6][C@H:7]([NH:21][C:32]([C:30]1[O:29][N:28]=[C:27]([OH:26])[CH:31]=1)=[O:33])[CH2:8][C:9]1[CH:10]=[CH:11][C:12]([C:15]2[CH:20]=[CH:19][CH:18]=[CH:17][CH:16]=2)=[CH:13][CH:14]=1)[CH3:2]. The yield is 0.950. (2) The reactants are [CH3:1][N:2]([CH3:32])[C:3]([C:5]1[N:26]([CH:27]2[CH2:31][CH2:30][CH2:29][CH2:28]2)[C:8]2[N:9]=[C:10]([NH:13][C:14]3[CH:19]=[CH:18][C:17]([N:20]4[CH2:25][CH2:24][NH:23][CH2:22][CH2:21]4)=[CH:16][N:15]=3)[N:11]=[CH:12][C:7]=2[CH:6]=1)=[O:4].Br[CH2:34][C:35]([NH2:37])=[O:36]. No catalyst specified. The product is [CH3:1][N:2]([CH3:32])[C:3]([C:5]1[N:26]([CH:27]2[CH2:31][CH2:30][CH2:29][CH2:28]2)[C:8]2[N:9]=[C:10]([NH:13][C:14]3[CH:19]=[CH:18][C:17]([N:20]4[CH2:21][CH2:22][N:23]([CH2:34][C:35](=[O:36])[NH2:37])[CH2:24][CH2:25]4)=[CH:16][N:15]=3)[N:11]=[CH:12][C:7]=2[CH:6]=1)=[O:4]. The yield is 0.450. (3) The reactants are [OH:1][C:2]1[CH:7]=[CH:6][CH:5]=[CH:4][C:3]=1[C:8](=[O:10])[CH3:9].C(=O)([O-])[O-].[K+].[K+].[N+:17]([C:20]1[CH:27]=[CH:26][C:23]([CH2:24]Br)=[CH:22][CH:21]=1)([O-:19])=[O:18]. The catalyst is C(#N)C. The product is [N+:17]([C:20]1[CH:27]=[CH:26][C:23]([CH2:24][O:1][C:2]2[CH:7]=[CH:6][CH:5]=[CH:4][C:3]=2[C:8](=[O:10])[CH3:9])=[CH:22][CH:21]=1)([O-:19])=[O:18]. The yield is 0.890.